Dataset: P-glycoprotein inhibition data for predicting drug efflux from Broccatelli et al.. Task: Regression/Classification. Given a drug SMILES string, predict its absorption, distribution, metabolism, or excretion properties. Task type varies by dataset: regression for continuous measurements (e.g., permeability, clearance, half-life) or binary classification for categorical outcomes (e.g., BBB penetration, CYP inhibition). Dataset: pgp_broccatelli. (1) The drug is C[C@H]1Nc2ccccc2[C@@H]1NC(=O)c1ccc(Cl)c(S(N)(=O)=O)c1. The result is 0 (non-inhibitor). (2) The compound is O=C(CCc1ccccc1)c1cc(O)ccc1OC[C@H](O)CN1CCN(Cc2ccccc2)CC1. The result is 1 (inhibitor).